This data is from Peptide-MHC class II binding affinity with 134,281 pairs from IEDB. The task is: Regression. Given a peptide amino acid sequence and an MHC pseudo amino acid sequence, predict their binding affinity value. This is MHC class II binding data. The peptide sequence is GEPGIAGAKGEQGPK. The MHC is H-2-IAq with pseudo-sequence H-2-IAq. The binding affinity (normalized) is 0.